This data is from Full USPTO retrosynthesis dataset with 1.9M reactions from patents (1976-2016). The task is: Predict the reactants needed to synthesize the given product. (1) The reactants are: C1(P(C2C=CC=CC=2)CCP(C2C=CC=CC=2)C2C=CC=CC=2)C=CC=CC=1.[CH2:29]([N:36]1[CH2:40][C:39]([C:41]2([NH:44][C:45]([O:47][C:48]([CH3:51])([CH3:50])[CH3:49])=[O:46])[CH2:43][CH2:42]2)=[C:38]([C:52]([O:54][CH2:55][CH3:56])=[O:53])[CH2:37]1)[C:30]1[CH:35]=[CH:34][CH:33]=[CH:32][CH:31]=1. Given the product [CH2:29]([N:36]1[CH2:40][C@H:39]([C:41]2([NH:44][C:45]([O:47][C:48]([CH3:50])([CH3:51])[CH3:49])=[O:46])[CH2:42][CH2:43]2)[C@H:38]([C:52]([O:54][CH2:55][CH3:56])=[O:53])[CH2:37]1)[C:30]1[CH:35]=[CH:34][CH:33]=[CH:32][CH:31]=1, predict the reactants needed to synthesize it. (2) Given the product [Cl:20][C:14]1[CH:15]=[CH:16][CH:17]=[C:18]([Cl:19])[C:13]=1[C:11]1[N:10]([CH3:21])[C:9]2[CH:22]=[CH:23][C:6]([C:4]([OH:5])=[O:3])=[CH:7][C:8]=2[N:12]=1, predict the reactants needed to synthesize it. The reactants are: C([O:3][C:4]([C:6]1[CH:23]=[CH:22][C:9]2[N:10]([CH3:21])[C:11]([C:13]3[C:18]([Cl:19])=[CH:17][CH:16]=[CH:15][C:14]=3[Cl:20])=[N:12][C:8]=2[CH:7]=1)=[O:5])C.[OH-].[Na+].